This data is from Forward reaction prediction with 1.9M reactions from USPTO patents (1976-2016). The task is: Predict the product of the given reaction. (1) The product is: [CH:25]([NH:28][C:3]([C:5]1[CH:10]=[N:9][C:8]([O:11][CH2:12][C:13]2[C:14]([C:18]3[CH:19]=[CH:20][C:21]([F:24])=[CH:22][CH:23]=3)=[N:15][O:16][CH:17]=2)=[CH:7][N:6]=1)=[O:4])([CH3:27])[CH3:26]. Given the reactants CO[C:3]([C:5]1[CH:10]=[N:9][C:8]([O:11][CH2:12][C:13]2[C:14]([C:18]3[CH:23]=[CH:22][C:21]([F:24])=[CH:20][CH:19]=3)=[N:15][O:16][CH:17]=2)=[CH:7][N:6]=1)=[O:4].[CH:25]([NH2:28])([CH3:27])[CH3:26], predict the reaction product. (2) Given the reactants [F:1][C:2]1[CH:7]=[C:6]([F:8])[CH:5]=[CH:4][C:3]=1[C:9](=O)[CH2:10][C:11]1[CH:12]=[CH:13][C:14]2[N:15]([C:17]([CH:20]([CH3:22])[CH3:21])=[N:18][N:19]=2)[N:16]=1.Cl.[Cl:25][C:26]1[CH:31]=[CH:30][CH:29]=[C:28]([Cl:32])[C:27]=1[NH:33][NH2:34].[CH3:35]OC(OC)N(C)C.O, predict the reaction product. The product is: [Cl:25][C:26]1[CH:31]=[CH:30][CH:29]=[C:28]([Cl:32])[C:27]=1[N:33]1[CH:35]=[C:10]([C:11]2[CH:12]=[CH:13][C:14]3[N:15]([C:17]([CH:20]([CH3:22])[CH3:21])=[N:18][N:19]=3)[N:16]=2)[C:9]([C:3]2[CH:4]=[CH:5][C:6]([F:8])=[CH:7][C:2]=2[F:1])=[N:34]1. (3) Given the reactants [OH:1][C:2]1[CH:7]=[CH:6][C:5]([CH2:8][C:9](=[O:11])[CH3:10])=[CH:4][CH:3]=1.[Br:12][CH2:13][CH2:14][CH2:15]Br.C(=O)([O-])[O-].[K+].[K+].[I-].[K+], predict the reaction product. The product is: [Br:12][CH2:13][CH2:14][CH2:15][O:1][C:2]1[CH:3]=[CH:4][C:5]([CH2:8][C:9]([CH3:10])=[O:11])=[CH:6][CH:7]=1. (4) Given the reactants [CH:1]([CH:4]1[C:9](=[O:10])[NH:8][C:7]2[CH:11]=[CH:12][C:13]([N+:15]([O-:17])=[O:16])=[CH:14][C:6]=2[O:5]1)([CH3:3])[CH3:2].C(=O)([O-])[O-].[K+].[K+].[C:24]([O:28][CH3:29])(=[O:27])[CH:25]=[CH2:26].C(OCC)(=O)C, predict the reaction product. The product is: [CH3:29][O:28][C:24](=[O:27])[CH2:25][CH2:26][N:8]1[C:7]2[CH:11]=[CH:12][C:13]([N+:15]([O-:17])=[O:16])=[CH:14][C:6]=2[O:5][CH:4]([CH:1]([CH3:3])[CH3:2])[C:9]1=[O:10]. (5) Given the reactants [CH:1]1([S:4](Cl)(=[O:6])=[O:5])[CH2:3][CH2:2]1.N1C=CC=CC=1.[CH2:14]([OH:18])[CH2:15][CH2:16][CH3:17], predict the reaction product. The product is: [CH:1]1([S:4]([O:18][CH2:14][CH2:15][CH2:16][CH3:17])(=[O:6])=[O:5])[CH2:3][CH2:2]1. (6) Given the reactants BrC[CH2:3][C:4]1[CH:13]=[CH:12][C:11]([Cl:14])=[CH:10][C:5]=1[C:6]([O:8][CH3:9])=[O:7].[F:15][C:16]1[CH:21]=[CH:20][C:19]([OH:22])=[CH:18][CH:17]=1, predict the reaction product. The product is: [Cl:14][C:11]1[CH:12]=[CH:13][C:4]([CH2:3][O:22][C:19]2[CH:20]=[CH:21][C:16]([F:15])=[CH:17][CH:18]=2)=[C:5]([CH:10]=1)[C:6]([O:8][CH3:9])=[O:7]. (7) Given the reactants [C:1]([O:5][C:6](=[O:23])[NH:7][C:8]1[CH:13]=[C:12]([N:14]([CH3:18])[CH2:15][CH2:16][CH3:17])[C:11]([Cl:19])=[CH:10][C:9]=1[N+:20]([O-])=O)([CH3:4])([CH3:3])[CH3:2].O.O.Cl[Sn]Cl, predict the reaction product. The product is: [C:1]([O:5][C:6](=[O:23])[NH:7][C:8]1[CH:13]=[C:12]([N:14]([CH3:18])[CH2:15][CH2:16][CH3:17])[C:11]([Cl:19])=[CH:10][C:9]=1[NH2:20])([CH3:2])([CH3:3])[CH3:4]. (8) Given the reactants Br[C:2]1[CH:7]=[C:6]([N+:8]([O-:10])=[O:9])[CH:5]=[CH:4][C:3]=1[O:11][CH3:12].[Cl:13][C:14]1[CH:15]=[C:16](B(O)O)[CH:17]=[CH:18][CH:19]=1.ClCCl, predict the reaction product. The product is: [Cl:13][C:14]1[CH:19]=[C:18]([C:2]2[CH:7]=[C:6]([N+:8]([O-:10])=[O:9])[CH:5]=[CH:4][C:3]=2[O:11][CH3:12])[CH:17]=[CH:16][CH:15]=1. (9) Given the reactants C(N(CC)CC)C.[Br:8][C:9]1[C:10]([CH2:19]Br)=[C:11]([CH:16]=[CH:17][CH:18]=1)[C:12]([O:14]C)=O.Cl.[C:22]([O:26][C:27](=[O:35])[C@H:28]([CH2:30][CH2:31][C:32](=[O:34])[NH2:33])[NH2:29])([CH3:25])([CH3:24])[CH3:23], predict the reaction product. The product is: [Br:8][C:9]1[CH:18]=[CH:17][CH:16]=[C:11]2[C:10]=1[CH2:19][N:29]([CH:28]([CH2:30][CH2:31][C:32](=[O:34])[NH2:33])[C:27]([O:26][C:22]([CH3:25])([CH3:23])[CH3:24])=[O:35])[C:12]2=[O:14].